The task is: Predict which catalyst facilitates the given reaction.. This data is from Catalyst prediction with 721,799 reactions and 888 catalyst types from USPTO. (1) Reactant: [C:1]([O:5][C:6](=[O:34])[CH2:7][CH2:8][C@@H:9]([CH:28]1[CH2:33][CH2:32][CH2:31][CH2:30][CH2:29]1)[NH:10][CH2:11][C:12]1[C:17]([N+:18]([O-])=O)=[CH:16][N:15]=[C:14]([O:21][C:22]2[CH:27]=[CH:26][CH:25]=[CH:24][CH:23]=2)[CH:13]=1)([CH3:4])([CH3:3])[CH3:2]. Product: [C:1]([O:5][C:6](=[O:34])[CH2:7][CH2:8][C@H:9]([NH:10][CH2:11][C:12]1[C:17]([NH2:18])=[CH:16][N:15]=[C:14]([O:21][C:22]2[CH:27]=[CH:26][CH:25]=[CH:24][CH:23]=2)[CH:13]=1)[CH:28]1[CH2:33][CH2:32][CH2:31][CH2:30][CH2:29]1)([CH3:4])([CH3:2])[CH3:3]. The catalyst class is: 19. (2) Reactant: [C:1]1(N)(C)[CH:6]=[CH:5][CH:4]=[C:3](N)[CH2:2]1.[C:10](Cl)(Cl)=[O:11].[O:14]=O. Product: [C:10]([OH:11])(=[O:14])[C:1]1[CH:6]=[CH:5][CH:4]=[CH:3][CH:2]=1. The catalyst class is: 11. (3) Reactant: [N+:1]([C:4]1[C:8]2=[N:9][CH:10]=[CH:11][CH:12]=[C:7]2[NH:6][CH:5]=1)([O-])=O. Product: [NH:6]1[C:7]2[C:8](=[N:9][CH:10]=[CH:11][CH:12]=2)[C:4]([NH2:1])=[CH:5]1. The catalyst class is: 43. (4) Reactant: [CH3:1][C:2]1[N:7]=[C:6]([C:8]#N)[C:5]([C:10]2[CH:15]=[CH:14][CH:13]=[CH:12][N:11]=2)=[CH:4][CH:3]=1.[OH-:16].[Na+].C1C(=NNC2C=CC(/C=C/C3C=CC(NN=C4C=CC(=O)C=C4)=CC=3S([O-])(=O)=O)=C(S([O-])(=O)=O)C=2)C=CC(=[O:21])C=1.[Na+].[Na+]. Product: [CH3:1][C:2]1[N:7]=[C:6]([C:8]([OH:21])=[O:16])[C:5]([C:10]2[CH:15]=[CH:14][CH:13]=[CH:12][N:11]=2)=[CH:4][CH:3]=1. The catalyst class is: 88. (5) Reactant: [I:1][C:2]1[CH:3]=[C:4]([CH:15]=[CH:16][CH:17]=1)[CH2:5][C:6]1[CH:7]=[C:8]([C:11](OC)=[O:12])[S:9][CH:10]=1.C1COCC1.CC(C[AlH]CC(C)C)C. Product: [I:1][C:2]1[CH:3]=[C:4]([CH:15]=[CH:16][CH:17]=1)[CH2:5][C:6]1[CH:7]=[C:8]([CH2:11][OH:12])[S:9][CH:10]=1. The catalyst class is: 11. (6) Reactant: CS(C)=O.[CH3:5][N:6]([CH3:12])[C@H:7]1[CH2:11][CH2:10][NH:9][CH2:8]1.[C:13]([C:15]1[C:20]2[N:21]=[C:22]([C:24]([N:26]([CH2:28][CH2:29][O:30][CH3:31])[CH3:27])=[O:25])[O:23][C:19]=2[C:18](F)=[C:17]([C:33]2[CH:38]=[CH:37][CH:36]=[CH:35][CH:34]=2)[C:16]=1[CH3:39])#[N:14].C(N(CC)CC)C. Product: [C:13]([C:15]1[C:20]2[N:21]=[C:22]([C:24]([N:26]([CH2:28][CH2:29][O:30][CH3:31])[CH3:27])=[O:25])[O:23][C:19]=2[C:18]([N:9]2[CH2:10][CH2:11][C@H:7]([N:6]([CH3:12])[CH3:5])[CH2:8]2)=[C:17]([C:33]2[CH:34]=[CH:35][CH:36]=[CH:37][CH:38]=2)[C:16]=1[CH3:39])#[N:14]. The catalyst class is: 170. (7) Reactant: [C:1]([O:5][C:6](=[O:36])[N:7]([C:16]1[S:17][C@:18]2(/[CH:33]=[N:34]/[OH:35])[C@H:20]([C@:21]([C:25]3[CH:30]=[C:29]([Br:31])[CH:28]=[CH:27][C:26]=3[F:32])([CH2:23][F:24])[N:22]=1)[CH2:19]2)[CH2:8][O:9][CH2:10][CH2:11][Si:12]([CH3:15])([CH3:14])[CH3:13])([CH3:4])([CH3:3])[CH3:2].[CH3:37][Si:38]([C:41]#[CH:42])([CH3:40])[CH3:39].C([Sn](O[Sn](CCCC)(CCCC)CCCC)(CCCC)CCCC)CCC.ClOC(C)(C)C. Product: [C:1]([O:5][C:6](=[O:36])[N:7]([C:16]1[S:17][C@:18]2([C:33]3[CH:42]=[C:41]([Si:38]([CH3:40])([CH3:39])[CH3:37])[O:35][N:34]=3)[C@H:20]([C@:21]([C:25]3[CH:30]=[C:29]([Br:31])[CH:28]=[CH:27][C:26]=3[F:32])([CH2:23][F:24])[N:22]=1)[CH2:19]2)[CH2:8][O:9][CH2:10][CH2:11][Si:12]([CH3:14])([CH3:13])[CH3:15])([CH3:4])([CH3:2])[CH3:3]. The catalyst class is: 2. (8) Reactant: [Cl:1][C:2]1[CH:7]=[CH:6][C:5]([C:8]([CH:11]2[CH2:13][CH:12]2[C:14]#[N:15])(O)[CH3:9])=[CH:4][CH:3]=1.[CH3:16][S:17][CH2:18][C:19]1[CH:20]=[CH:21][CH:22]=[C:23]2[C:27]=1[NH:26][CH:25]=[CH:24]2.[Cl-].[In+3].[Cl-].[Cl-].FC(F)(F)C(O)=O. Product: [Cl:1][C:2]1[CH:7]=[CH:6][C:5]([C:8]([CH:11]2[CH2:13][CH:12]2[C:14]#[N:15])([C:24]2[C:23]3[C:27](=[C:19]([CH2:18][S:17][CH3:16])[CH:20]=[CH:21][CH:22]=3)[NH:26][CH:25]=2)[CH3:9])=[CH:4][CH:3]=1. The catalyst class is: 4.